This data is from Catalyst prediction with 721,799 reactions and 888 catalyst types from USPTO. The task is: Predict which catalyst facilitates the given reaction. (1) Reactant: C(OC(C=[CH:7][C:8]1[CH:13]=[CH:12][C:11]([CH2:14][C:15]([OH:17])=[O:16])=[CH:10][CH:9]=1)=O)C.I([O-])(=O)(=O)=[O:19].[Na+].CN1CCOCC1. Product: [CH:7]([C:8]1[CH:13]=[CH:12][C:11]([CH2:14][C:15]([OH:17])=[O:16])=[CH:10][CH:9]=1)=[O:19]. The catalyst class is: 785. (2) Product: [Br:1][C:2]1[CH:3]=[N:4][N:5]([C:7]2([CH2:18][CH2:19][OH:20])[CH2:10][N:9]([C:11]([O:13][C:14]([CH3:15])([CH3:16])[CH3:17])=[O:12])[CH2:8]2)[CH:6]=1. Reactant: [Br:1][C:2]1[CH:3]=[N:4][N:5]([C:7]2([CH2:18][C:19](OCC)=[O:20])[CH2:10][N:9]([C:11]([O:13][C:14]([CH3:17])([CH3:16])[CH3:15])=[O:12])[CH2:8]2)[CH:6]=1.[H-].C([Al+]CC(C)C)C(C)C.CCCCCC.CCOC(C)=O. The catalyst class is: 1.